Predict the reactants needed to synthesize the given product. From a dataset of Full USPTO retrosynthesis dataset with 1.9M reactions from patents (1976-2016). (1) Given the product [CH2:1]([C:3]1[CH:4]=[C:5]([CH:6]=[CH:7][C:8]=1[CH2:9][CH3:10])[CH2:11][C@@H:12]([NH:16][C:17]([N:19]1[CH2:20][CH2:21][CH:22]([N:25]2[CH2:31][CH2:30][C:29]3[CH:32]=[CH:33][CH:34]=[CH:35][C:28]=3[NH:27][C:26]2=[O:36])[CH2:23][CH2:24]1)=[O:18])[C:13](=[O:14])[N:45]1[CH2:46][CH2:47][CH:42]([N:37]2[CH2:41][CH2:40][CH2:39][CH2:38]2)[CH2:43][CH2:44]1)[CH3:2], predict the reactants needed to synthesize it. The reactants are: [CH2:1]([C:3]1[CH:4]=[C:5]([CH2:11][C@@H:12]([NH:16][C:17]([N:19]2[CH2:24][CH2:23][CH:22]([N:25]3[CH2:31][CH2:30][C:29]4[CH:32]=[CH:33][CH:34]=[CH:35][C:28]=4[NH:27][C:26]3=[O:36])[CH2:21][CH2:20]2)=[O:18])[C:13](O)=[O:14])[CH:6]=[CH:7][C:8]=1[CH2:9][CH3:10])[CH3:2].[N:37]1([CH:42]2[CH2:47][CH2:46][NH:45][CH2:44][CH2:43]2)[CH2:41][CH2:40][CH2:39][CH2:38]1. (2) Given the product [OH:38][CH2:35][CH2:36][C:37]([N:22]1[CH2:21][CH2:20][C:19]2[C:24](=[CH:25][CH:26]=[C:17]([C:14]3[CH:13]=[CH:12][C:11]([CH2:10][CH2:9][N:5]4[CH2:6][CH2:7][CH2:8][C@H:4]4[CH3:3])=[CH:16][CH:15]=3)[CH:18]=2)[CH2:23]1)=[O:34], predict the reactants needed to synthesize it. The reactants are: Cl.Cl.[CH3:3][C@@H:4]1[CH2:8][CH2:7][CH2:6][N:5]1[CH2:9][CH2:10][C:11]1[CH:16]=[CH:15][C:14]([C:17]2[CH:18]=[C:19]3[C:24](=[CH:25][CH:26]=2)[CH2:23][NH:22][CH2:21][CH2:20]3)=[CH:13][CH:12]=1.C(N(CC)CC)C.[O:34]1[CH2:37][CH2:36][C:35]1=[O:38]. (3) Given the product [F:2][C:3]1[CH:4]=[C:5]([C:10]2[CH:11]=[N:12][N:13]([CH2:15][C@@H:16]([NH:18][C:26]([C:24]3[C:23]([N:29]4[N:33]=[CH:32][CH:31]=[N:30]4)=[CH:22][CH:21]=[C:20]([CH3:19])[N:25]=3)=[O:27])[CH3:17])[CH:14]=2)[CH:6]=[CH:7][C:8]=1[F:9], predict the reactants needed to synthesize it. The reactants are: Cl.[F:2][C:3]1[CH:4]=[C:5]([C:10]2[CH:11]=[N:12][N:13]([CH2:15][C@@H:16]([NH2:18])[CH3:17])[CH:14]=2)[CH:6]=[CH:7][C:8]=1[F:9].[CH3:19][C:20]1[N:25]=[C:24]([C:26](O)=[O:27])[C:23]([N:29]2[N:33]=[CH:32][CH:31]=[N:30]2)=[CH:22][CH:21]=1. (4) Given the product [F:24][C:23]1[CH:22]=[CH:21][C:4]([O:5][C:6]2[N:11]=[C:10]3[S:12][C:13]([NH:15][C:16]([CH:18]4[CH2:20][CH2:19]4)=[O:17])=[N:14][C:9]3=[CH:8][CH:7]=2)=[CH:3][C:2]=1[NH:1][C:26](=[O:27])[NH:25][C:28]1[CH:33]=[CH:32][CH:31]=[C:30]([C:34]([F:35])([F:37])[F:36])[CH:29]=1, predict the reactants needed to synthesize it. The reactants are: [NH2:1][C:2]1[CH:3]=[C:4]([CH:21]=[CH:22][C:23]=1[F:24])[O:5][C:6]1[N:11]=[C:10]2[S:12][C:13]([NH:15][C:16]([CH:18]3[CH2:20][CH2:19]3)=[O:17])=[N:14][C:9]2=[CH:8][CH:7]=1.[N:25]([C:28]1[CH:33]=[CH:32][CH:31]=[C:30]([C:34]([F:37])([F:36])[F:35])[CH:29]=1)=[C:26]=[O:27]. (5) Given the product [OH:1][C:2]1[CH:9]=[CH:8][CH:7]=[C:6]([O:10][CH2:12][C:13]2[CH2:19][CH2:18][CH2:17][CH2:16][CH2:15][C:14]=2[C:20]2[N:24]([CH:25]([CH3:27])[CH3:26])[N:23]=[CH:22][CH:21]=2)[C:3]=1[CH:4]=[O:5], predict the reactants needed to synthesize it. The reactants are: [OH:1][C:2]1[CH:9]=[CH:8][CH:7]=[C:6]([OH:10])[C:3]=1[CH:4]=[O:5].Cl[CH2:12][C:13]1[CH2:19][CH2:18][CH2:17][CH2:16][CH2:15][C:14]=1[C:20]1[N:24]([CH:25]([CH3:27])[CH3:26])[N:23]=[CH:22][CH:21]=1.C(=O)([O-])[O-].[K+].[K+].[Na+].[I-].